From a dataset of TCR-epitope binding with 47,182 pairs between 192 epitopes and 23,139 TCRs. Binary Classification. Given a T-cell receptor sequence (or CDR3 region) and an epitope sequence, predict whether binding occurs between them. (1) The epitope is ITEEVGHTDLMAAY. The TCR CDR3 sequence is CASSDGLPYNSPLHF. Result: 1 (the TCR binds to the epitope). (2) The epitope is KRWIILGLNK. The TCR CDR3 sequence is CASSLVAGTYNEQFF. Result: 1 (the TCR binds to the epitope). (3) The epitope is HTDFSSEIIGY. The TCR CDR3 sequence is CASSLEGFTDTQYF. Result: 0 (the TCR does not bind to the epitope). (4) The epitope is GTITVEELK. The TCR CDR3 sequence is CASSPSRDSSSGGYTF. Result: 1 (the TCR binds to the epitope). (5) The epitope is NLWNTFTRL. The TCR CDR3 sequence is CASSAGTVSYEQYF. Result: 0 (the TCR does not bind to the epitope).